Dataset: Forward reaction prediction with 1.9M reactions from USPTO patents (1976-2016). Task: Predict the product of the given reaction. (1) The product is: [NH2:32][CH2:31][CH:26]1[CH2:27][CH2:28][CH2:29][CH2:30][N:25]1[C:22]([C:21]1[CH:20]=[CH:19][C:4]([C:5]([NH:7][CH2:8][C:9]2[NH:13][C:12]3[CH:14]=[CH:15][C:16]([Cl:18])=[CH:17][C:11]=3[N:10]=2)=[O:6])=[CH:3][C:2]=1[Cl:1])=[O:24]. Given the reactants [Cl:1][C:2]1[CH:3]=[C:4]([CH:19]=[CH:20][C:21]=1[C:22]([OH:24])=O)[C:5]([NH:7][CH2:8][C:9]1[NH:13][C:12]2[CH:14]=[CH:15][C:16]([Cl:18])=[CH:17][C:11]=2[N:10]=1)=[O:6].[NH:25]1[CH2:30][CH2:29][CH2:28][CH2:27][CH:26]1[CH2:31][NH:32]C(=O)OC(C)(C)C.CN(C(ON1N=NC2C=CC=CC1=2)=[N+](C)C)C.[B-](F)(F)(F)F.FC(F)(F)C(O)=O, predict the reaction product. (2) Given the reactants [Cl:1][C:2]1[CH:7]=[CH:6][C:5]([S:8]([CH2:11][C:12]2[CH:17]=[C:16]([F:18])[CH:15]=[CH:14][C:13]=2[F:19])(=[O:10])=[O:9])=[CH:4][CH:3]=1.[CH3:20]N(CN(C)C)C.C(OC(=O)C)(=O)C.O, predict the reaction product. The product is: [Cl:1][C:2]1[CH:3]=[CH:4][C:5]([S:8]([CH:11]=[CH:12][C:13]2([F:19])[CH:14]=[CH:15][C:16]([F:18])=[CH:17][CH2:20]2)(=[O:9])=[O:10])=[CH:6][CH:7]=1.